From a dataset of Merck oncology drug combination screen with 23,052 pairs across 39 cell lines. Regression. Given two drug SMILES strings and cell line genomic features, predict the synergy score measuring deviation from expected non-interaction effect. Drug 1: CS(=O)(=O)CCNCc1ccc(-c2ccc3ncnc(Nc4ccc(OCc5cccc(F)c5)c(Cl)c4)c3c2)o1. Drug 2: CCc1cnn2c(NCc3ccc[n+]([O-])c3)cc(N3CCCCC3CCO)nc12. Cell line: A375. Synergy scores: synergy=25.2.